Dataset: Full USPTO retrosynthesis dataset with 1.9M reactions from patents (1976-2016). Task: Predict the reactants needed to synthesize the given product. (1) The reactants are: [CH3:1][C:2]1[CH:3]=[N:4][C:5]2[C:10]([C:11]=1[C:12]1[CH:13]=[C:14]([OH:18])[CH:15]=[CH:16][CH:17]=1)=[CH:9][CH:8]=[CH:7][C:6]=2[C:19]([F:22])([F:21])[F:20].Br[CH2:24][C:25]1[CH:30]=[CH:29][C:28]([CH2:31][C:32]([OH:34])=[O:33])=[CH:27][CH:26]=1.C([O-])([O-])=O.[Cs+].[Cs+]. Given the product [CH3:1][C:2]1[CH:3]=[N:4][C:5]2[C:10]([C:11]=1[C:12]1[CH:13]=[C:14]([CH:15]=[CH:16][CH:17]=1)[O:18][CH2:24][C:25]1[CH:26]=[CH:27][C:28]([CH2:31][C:32]([OH:34])=[O:33])=[CH:29][CH:30]=1)=[CH:9][CH:8]=[CH:7][C:6]=2[C:19]([F:22])([F:20])[F:21], predict the reactants needed to synthesize it. (2) Given the product [O:12]([CH2:19][CH:1]1[CH2:6][C:5](=[O:7])[CH:4]=[CH:3][O:2]1)[C:13]1[CH:18]=[CH:17][CH:16]=[CH:15][CH:14]=1, predict the reactants needed to synthesize it. The reactants are: [CH3:1][O:2][CH:3]=[CH:4][C:5]([O:7][Si](C)(C)C)=[CH2:6].[O:12]([CH2:19]C=O)[C:13]1[CH:18]=[CH:17][CH:16]=[CH:15][CH:14]=1. (3) Given the product [NH:1]1[C:5]2=[N:6][C:7]([N:10]3[C:14](=[O:15])[C:13]4[C:12](=[CH:20][CH:19]=[CH:18][CH:17]=4)[C:11]3=[O:16])=[CH:8][CH:9]=[C:4]2[CH:3]=[CH:2]1, predict the reactants needed to synthesize it. The reactants are: [NH:1]1[C:5]2=[N:6][C:7]([NH2:10])=[CH:8][CH:9]=[C:4]2[CH:3]=[CH:2]1.[C:11]1(=O)[O:16][C:14](=[O:15])[C:13]2=[CH:17][CH:18]=[CH:19][CH:20]=[C:12]12.C([O-])(=O)C.[Na+].C(=O)(O)[O-].[Na+].